From a dataset of Forward reaction prediction with 1.9M reactions from USPTO patents (1976-2016). Predict the product of the given reaction. (1) Given the reactants [CH2:1]([NH:8][CH2:9][CH2:10][C:11]1[CH:16]=[CH:15][C:14]([C:17]2[CH:22]=[CH:21][C:20]([C:23]([O:25][CH3:26])=[O:24])=[C:19]([NH:27][CH:28]([CH3:30])[CH3:29])[CH:18]=2)=[CH:13][CH:12]=1)[C:2]1[CH:7]=[CH:6][CH:5]=[CH:4][CH:3]=1.[CH2:31]1[O:39][C@@H:32]1[C:33]1[CH:38]=[CH:37][CH:36]=[CH:35][CH:34]=1, predict the reaction product. The product is: [CH2:1]([N:8]([CH2:31][C@H:32]([OH:39])[C:33]1[CH:38]=[CH:37][CH:36]=[CH:35][CH:34]=1)[CH2:9][CH2:10][C:11]1[CH:16]=[CH:15][C:14]([C:17]2[CH:22]=[CH:21][C:20]([C:23]([O:25][CH3:26])=[O:24])=[C:19]([NH:27][CH:28]([CH3:30])[CH3:29])[CH:18]=2)=[CH:13][CH:12]=1)[C:2]1[CH:3]=[CH:4][CH:5]=[CH:6][CH:7]=1. (2) Given the reactants [OH:1][C:2]1[C:10](=[O:11])[N:9]2[CH:4]([CH2:5][CH2:6][CH2:7][CH2:8]2)[C:3]=1[C:12]([O:14][CH2:15][CH3:16])=[O:13].[CH:17](N(CC)C(C)C)(C)C.C[Si](C=[N+]=[N-])(C)C, predict the reaction product. The product is: [CH3:17][O:1][C:2]1[C:10](=[O:11])[N:9]2[CH:4]([CH2:5][CH2:6][CH2:7][CH2:8]2)[C:3]=1[C:12]([O:14][CH2:15][CH3:16])=[O:13]. (3) Given the reactants [N:1]([C:4]1[CH:10]=[CH:9][C:7]([NH2:8])=[CH:6][CH:5]=1)=[N+:2]=[N-:3].[Br:11][C:12]1[CH:13]=[CH:14][C:15]2[N:16]([CH2:26][CH:27]3[CH2:29][O:28]3)[C:17]3[C:22]([C:23]=2[CH:24]=1)=[CH:21][C:20]([Br:25])=[CH:19][CH:18]=3.[Li+].[Br-], predict the reaction product. The product is: [N:1]([C:4]1[CH:10]=[CH:9][C:7]([NH:8][CH2:29][CH:27]([OH:28])[CH2:26][N:16]2[C:17]3[CH:18]=[CH:19][C:20]([Br:25])=[CH:21][C:22]=3[C:23]3[C:15]2=[CH:14][CH:13]=[C:12]([Br:11])[CH:24]=3)=[CH:6][CH:5]=1)=[N+:2]=[N-:3]. (4) Given the reactants [F:1][C:2]1[CH:7]=[CH:6][CH:5]=[CH:4][C:3]=1[N:8]1[C:17]2[C:12](=[CH:13][C:14]([F:23])=[C:15]([N:18]3[CH2:22][CH2:21][CH2:20][CH2:19]3)[CH:16]=2)[C:11](=[O:24])[N:10]([O:25]CC2C=CC=CC=2)[C:9]1=[O:33], predict the reaction product. The product is: [F:1][C:2]1[CH:7]=[CH:6][CH:5]=[CH:4][C:3]=1[N:8]1[C:17]2[C:12](=[CH:13][C:14]([F:23])=[C:15]([N:18]3[CH2:22][CH2:21][CH2:20][CH2:19]3)[CH:16]=2)[C:11](=[O:24])[N:10]([OH:25])[C:9]1=[O:33]. (5) Given the reactants [Si:1]([O:8][C@H:9]1[CH2:14][CH2:13][C@H:12]([N:15]2[CH:19]=[C:18]([C:20]3[CH:21]=[C:22]4[C:28]([CH:29]([C:50]5[C:55]([O:56][CH:57]([F:59])[F:58])=[CH:54][CH:53]=[C:52]([F:60])[C:51]=5[Cl:61])[C:30]([F:49])(S(C5C=CC=CC=5)(=O)=O)S(C5C=CC=CC=5)(=O)=O)=[CH:27][NH:26][C:23]4=[N:24][CH:25]=3)[CH:17]=[N:16]2)[CH2:11][CH2:10]1)([C:4]([CH3:7])([CH3:6])[CH3:5])([CH3:3])[CH3:2].P([O-])([O-])(O)=O.[Na+].[Na+], predict the reaction product. The product is: [Si:1]([O:8][Si:1]([C:4]([CH3:5])([CH3:6])[CH3:7])([CH3:2])[CH3:3])([C:4]([CH3:7])([CH3:6])[CH3:5])([CH3:3])[CH3:2].[Cl:61][C:51]1[C:52]([F:60])=[CH:53][CH:54]=[C:55]([O:56][CH:57]([F:58])[F:59])[C:50]=1[CH:29]([C:28]1[C:22]2[C:23](=[N:24][CH:25]=[C:20]([C:18]3[CH:17]=[N:16][N:15]([C@H:12]4[CH2:13][CH2:14][C@H:9]([OH:8])[CH2:10][CH2:11]4)[CH:19]=3)[CH:21]=2)[NH:26][CH:27]=1)[CH2:30][F:49]. (6) Given the reactants [CH:1](NC(C)C)(C)C.C([Li])CCC.CCCCCC.[CH2:19]([O:21][C:22]([CH:24]1[CH2:29][CH2:28][N:27]([C:30](=[O:37])[C:31]2[CH:36]=[CH:35][CH:34]=[CH:33][CH:32]=2)[CH2:26][CH2:25]1)=[O:23])[CH3:20].CI, predict the reaction product. The product is: [CH2:19]([O:21][C:22]([C:24]1([CH3:1])[CH2:25][CH2:26][N:27]([C:30](=[O:37])[C:31]2[CH:32]=[CH:33][CH:34]=[CH:35][CH:36]=2)[CH2:28][CH2:29]1)=[O:23])[CH3:20]. (7) Given the reactants [CH3:1][O:2][C:3](=[O:12])[C:4]1[CH:9]=[C:8]([OH:10])[CH:7]=[C:6]([OH:11])[CH:5]=1.O.OP([O-])(O)=O.[Na+].[OH-].[Na+].[C:22](Cl)(=[O:29])[C:23]1[CH:28]=[CH:27][CH:26]=[CH:25][CH:24]=1, predict the reaction product. The product is: [OH:11][C:6]1[CH:5]=[C:4]([CH:9]=[C:8]([O:10][C:22]([C:23]2[CH:28]=[CH:27][CH:26]=[CH:25][CH:24]=2)=[O:29])[CH:7]=1)[C:3]([O:2][CH3:1])=[O:12]. (8) Given the reactants C1COCC1.[F:6][C:7]([F:37])([F:36])[O:8][C:9]1[CH:35]=[CH:34][C:12]([CH2:13][O:14][C:15]2[CH:20]=[CH:19][C:18]([N:21]3[C:25]4[CH:26]=[CH:27][C:28]([C:30]([O:32]C)=[O:31])=[CH:29][C:24]=4[N:23]=[CH:22]3)=[CH:17][CH:16]=2)=[CH:11][CH:10]=1.[OH-].[Na+], predict the reaction product. The product is: [F:37][C:7]([F:6])([F:36])[O:8][C:9]1[CH:35]=[CH:34][C:12]([CH2:13][O:14][C:15]2[CH:16]=[CH:17][C:18]([N:21]3[C:25]4[CH:26]=[CH:27][C:28]([C:30]([OH:32])=[O:31])=[CH:29][C:24]=4[N:23]=[CH:22]3)=[CH:19][CH:20]=2)=[CH:11][CH:10]=1. (9) Given the reactants [Cl:1][C:2]1[C:11]2[C:6](=[CH:7][CH:8]=[CH:9][C:10]=2[O:12][CH:13]2[CH2:18][CH2:17][N:16]([CH3:19])[CH2:15][CH2:14]2)[N:5]=[CH:4][N:3]=1.[NH2:20][C:21]1[CH:22]=[C:23]2[C:27](=[CH:28][CH:29]=1)[NH:26][CH:25]=[C:24]2[Cl:30], predict the reaction product. The product is: [ClH:1].[Cl:30][C:24]1[C:23]2[C:27](=[CH:28][CH:29]=[C:21]([NH:20][C:2]3[C:11]4[C:6](=[CH:7][CH:8]=[CH:9][C:10]=4[O:12][CH:13]4[CH2:18][CH2:17][N:16]([CH3:19])[CH2:15][CH2:14]4)[N:5]=[CH:4][N:3]=3)[CH:22]=2)[NH:26][CH:25]=1.